This data is from Full USPTO retrosynthesis dataset with 1.9M reactions from patents (1976-2016). The task is: Predict the reactants needed to synthesize the given product. Given the product [S:1]1[C:5]2[CH:6]=[CH:7][C:8]([NH:10][C:11]3[C:20]4[C:15](=[CH:16][CH:17]=[C:18]([S:21]([CH:22]5[CH2:27][CH2:26][S:30](=[O:32])(=[O:29])[CH2:24][CH2:23]5)(=[O:38])=[O:34])[CH:19]=4)[N:14]=[CH:13][CH:12]=3)=[CH:9][C:4]=2[N:3]=[CH:2]1, predict the reactants needed to synthesize it. The reactants are: [S:1]1[C:5]2[CH:6]=[CH:7][C:8]([NH:10][C:11]3[C:20]4[C:15](=[CH:16][CH:17]=[C:18]([S:21][CH:22]5[CH2:27][CH2:26]S[CH2:24][CH2:23]5)[CH:19]=4)[N:14]=[CH:13][CH:12]=3)=[CH:9][C:4]=2[N:3]=[CH:2]1.O[O:29][S:30]([O-:32])=O.[K+].[OH2:34].C1C[O:38]CC1.